Predict which catalyst facilitates the given reaction. From a dataset of Catalyst prediction with 721,799 reactions and 888 catalyst types from USPTO. (1) Reactant: [Br:1][C:2]1[C:3]([O:11][C:12]2[CH:17]=[CH:16][C:15]([F:18])=[CH:14][C:13]=2[F:19])=[CH:4][C:5]2[N:9]=[N:8][NH:7][C:6]=2[CH:10]=1.O.C1(C)C=CC(S(O)(=O)=O)=CC=1.[O:32]1[CH:37]=[CH:36][CH2:35][CH2:34][CH2:33]1. Product: [Br:1][C:2]1[C:3]([O:11][C:12]2[CH:17]=[CH:16][C:15]([F:18])=[CH:14][C:13]=2[F:19])=[CH:4][C:5]2[N:9]=[N:8][N:7]([CH:33]3[CH2:34][CH2:35][CH2:36][CH2:37][O:32]3)[C:6]=2[CH:10]=1. The catalyst class is: 452. (2) Reactant: [F:1][C:2]([F:31])([F:30])[C:3]1([CH2:6][N:7]2[CH2:12][CH2:11][CH:10]([CH2:13][O:14][C:15]3[N:20]=[CH:19][C:18]([C:21]4[CH:29]=[CH:28][C:24]([C:25](O)=[O:26])=[CH:23][CH:22]=4)=[CH:17][CH:16]=3)[CH2:9][CH2:8]2)[CH2:5][CH2:4]1.Cl.[CH3:33][NH:34][CH3:35].C(Cl)CCl.C1C=CC2N(O)N=NC=2C=1.CCN(C(C)C)C(C)C.[NH4+].[Cl-]. Product: [CH3:33][N:34]([CH3:35])[C:25](=[O:26])[C:24]1[CH:23]=[CH:22][C:21]([C:18]2[CH:19]=[N:20][C:15]([O:14][CH2:13][CH:10]3[CH2:11][CH2:12][N:7]([CH2:6][C:3]4([C:2]([F:30])([F:31])[F:1])[CH2:5][CH2:4]4)[CH2:8][CH2:9]3)=[CH:16][CH:17]=2)=[CH:29][CH:28]=1. The catalyst class is: 3. (3) Reactant: FC(F)(F)C(O)=O.ClCCl.[NH2:11][C:12]1[N:17]=[CH:16][N:15]=[C:14]2[N:18]([CH:22]3[CH2:27][CH2:26][N:25](C(OC(C)(C)C)=O)[CH2:24][CH2:23]3)[N:19]=[C:20]([I:21])[C:13]=12. Product: [I:21][C:20]1[C:13]2[C:14](=[N:15][CH:16]=[N:17][C:12]=2[NH2:11])[N:18]([CH:22]2[CH2:27][CH2:26][NH:25][CH2:24][CH2:23]2)[N:19]=1. The catalyst class is: 4. (4) Reactant: C[O:2][C:3]([C:5]1([C:9]2[CH:14]=[CH:13][C:12]([NH:15][C:16]3[N:21]=[C:20]([NH:22][CH:23]4[CH2:28][CH:27]5[CH2:29][CH:24]4[CH2:25][CH2:26]5)[CH:19]=[C:18]([C:30]4[CH:35]=[CH:34][CH:33]=[CH:32][CH:31]=4)[N:17]=3)=[CH:11][CH:10]=2)[CH2:8][CH2:7][CH2:6]1)=[O:4].[OH-].[Na+]. Product: [CH:24]12[CH2:29][CH:27]([CH2:26][CH2:25]1)[CH2:28][CH:23]2[NH:22][C:20]1[CH:19]=[C:18]([C:30]2[CH:31]=[CH:32][CH:33]=[CH:34][CH:35]=2)[N:17]=[C:16]([NH:15][C:12]2[CH:11]=[CH:10][C:9]([C:5]3([C:3]([OH:4])=[O:2])[CH2:8][CH2:7][CH2:6]3)=[CH:14][CH:13]=2)[N:21]=1. The catalyst class is: 24.